Dataset: Forward reaction prediction with 1.9M reactions from USPTO patents (1976-2016). Task: Predict the product of the given reaction. (1) Given the reactants [C:1]([Si:5](Cl)([CH3:7])[CH3:6])([CH3:4])([CH3:3])[CH3:2].[OH:9][C@@H:10]([CH2:15][O:16][CH2:17][CH3:18])[C:11]([O:13][CH3:14])=[O:12].N1C=CN=C1, predict the reaction product. The product is: [Si:5]([O:9][C@@H:10]([CH2:15][O:16][CH2:17][CH3:18])[C:11]([O:13][CH3:14])=[O:12])([C:1]([CH3:4])([CH3:3])[CH3:2])([CH3:7])[CH3:6]. (2) Given the reactants [Cl:1][C:2]1[CH:7]=[CH:6][CH:5]=[CH:4][C:3]=1[N:8]1[CH2:16][CH2:15][C:10]2([NH:14][CH2:13][CH2:12][CH2:11]2)[C:9]1=[O:17].[CH:18](=O)[CH:19]([CH3:21])[CH3:20].C(O[BH-](OC(=O)C)OC(=O)C)(=O)C.[Na+], predict the reaction product. The product is: [Cl:1][C:2]1[CH:7]=[CH:6][CH:5]=[CH:4][C:3]=1[N:8]1[CH2:16][CH2:15][C:10]2([N:14]([CH2:18][CH:19]([CH3:21])[CH3:20])[CH2:13][CH2:12][CH2:11]2)[C:9]1=[O:17]. (3) Given the reactants [Cl:1][C:2]1[CH:10]=[C:9]2[C:5](/[C:6](=[CH:12]/[C:13]3[O:14][C:15]([Cl:18])=[CH:16][CH:17]=3)/[C:7](=[O:11])[NH:8]2)=[CH:4][CH:3]=1.[C:19]([O:23][C:24](O[C:24]([O:23][C:19]([CH3:22])([CH3:21])[CH3:20])=[O:25])=[O:25])([CH3:22])([CH3:21])[CH3:20], predict the reaction product. The product is: [C:19]([O:23][C:24]([N:8]1[C:9]2[C:5](=[CH:4][CH:3]=[C:2]([Cl:1])[CH:10]=2)/[C:6](=[CH:12]/[C:13]2[O:14][C:15]([Cl:18])=[CH:16][CH:17]=2)/[C:7]1=[O:11])=[O:25])([CH3:22])([CH3:21])[CH3:20]. (4) Given the reactants [H-].[Al+3].[Li+].[H-].[H-].[H-].C1COCC1.[F:12][C:13]1[CH:14]=[C:15]([CH:18]=[CH:19][C:20]=1[O:21][C:22]1[CH:27]=[CH:26][CH:25]=[CH:24][CH:23]=1)[C:16]#[N:17].[OH-].[Na+], predict the reaction product. The product is: [F:12][C:13]1[CH:14]=[C:15]([CH:18]=[CH:19][C:20]=1[O:21][C:22]1[CH:23]=[CH:24][CH:25]=[CH:26][CH:27]=1)[CH2:16][NH2:17]. (5) Given the reactants C(OC(=O)[NH:7][CH2:8][CH2:9][C:10](=[O:18])[NH:11][C:12]1[CH:13]=[N:14][CH:15]=[CH:16][CH:17]=1)(C)(C)C.[Si]([I:24])(C)(C)C.CO, predict the reaction product. The product is: [IH:24].[NH2:7][CH2:8][CH2:9][C:10]([NH:11][C:12]1[CH:13]=[N:14][CH:15]=[CH:16][CH:17]=1)=[O:18]. (6) Given the reactants [C:1]([NH:9][C:10]1[CH:22]=[C:21]([C:23]2[C:28]([F:29])=[CH:27][CH:26]=[CH:25][C:24]=2[Cl:30])[CH:20]=[CH:19][C:11]=1[C:12]([O:14]C(C)(C)C)=[O:13])(=[O:8])[C:2]1[CH:7]=[CH:6][CH:5]=[CH:4][CH:3]=1, predict the reaction product. The product is: [C:1]([NH:9][C:10]1[CH:22]=[C:21]([C:23]2[C:28]([F:29])=[CH:27][CH:26]=[CH:25][C:24]=2[Cl:30])[CH:20]=[CH:19][C:11]=1[C:12]([OH:14])=[O:13])(=[O:8])[C:2]1[CH:3]=[CH:4][CH:5]=[CH:6][CH:7]=1. (7) Given the reactants Br.[Br:2][CH2:3][CH2:4][NH2:5].[C:6](O[C:6]([O:8][C:9]([CH3:12])([CH3:11])[CH3:10])=[O:7])([O:8][C:9]([CH3:12])([CH3:11])[CH3:10])=[O:7].C(N(CC)CC)C.ClCCl, predict the reaction product. The product is: [Br:2][CH2:3][CH2:4][NH:5][C:6](=[O:7])[O:8][C:9]([CH3:12])([CH3:11])[CH3:10]. (8) Given the reactants [CH:1]1([CH:7]([NH:24][C:25]2[CH:30]=[CH:29][C:28]([C:31]([NH:33][CH2:34][CH2:35][C:36]([O:38]CC)=[O:37])=[O:32])=[CH:27][CH:26]=2)[C:8]2[O:9][C:10]3[CH:22]=[CH:21][C:20]([F:23])=[CH:19][C:11]=3[C:12]=2[CH2:13][O:14][CH2:15][CH2:16][O:17][CH3:18])[CH2:6][CH2:5][CH2:4][CH2:3][CH2:2]1.O1CCCC1.[OH-].[Na+], predict the reaction product. The product is: [CH:1]1([CH:7]([NH:24][C:25]2[CH:26]=[CH:27][C:28]([C:31]([NH:33][CH2:34][CH2:35][C:36]([OH:38])=[O:37])=[O:32])=[CH:29][CH:30]=2)[C:8]2[O:9][C:10]3[CH:22]=[CH:21][C:20]([F:23])=[CH:19][C:11]=3[C:12]=2[CH2:13][O:14][CH2:15][CH2:16][O:17][CH3:18])[CH2:2][CH2:3][CH2:4][CH2:5][CH2:6]1.